From a dataset of M1 muscarinic receptor agonist screen with 61,833 compounds. Binary Classification. Given a drug SMILES string, predict its activity (active/inactive) in a high-throughput screening assay against a specified biological target. (1) The compound is s1cc(nc1N)C(CCC)(CCC(OC)=O)C(OCC)=O. The result is 0 (inactive). (2) The drug is S(CC(=O)NC1CCCC1)c1n(c2ncccc2n1)c1c(OC)cccc1. The result is 0 (inactive). (3) The result is 0 (inactive). The molecule is O(CCCCC)C(=O)Cc1c(O)c2c([nH]c1=O)cccc2. (4) The drug is [nH]1c(nc2c1cccc2)c1cc(N)cc(N)c1. The result is 0 (inactive). (5) The drug is Clc1c(NC(=O)C2CCN(CC2)c2sc(nn2)n2cccc2)cc(cc1)C(F)(F)F. The result is 0 (inactive).